From a dataset of Catalyst prediction with 721,799 reactions and 888 catalyst types from USPTO. Predict which catalyst facilitates the given reaction. Reactant: [CH3:1][C:2]#[N:3].C([N-]C(C)C)(C)C.[Li+].[C:12]1(=[N:21]/[S:22]([C:24]([CH3:27])([CH3:26])[CH3:25])=[O:23])/[CH2:13][CH2:14][C:15]2[C:20]/1=[CH:19][CH:18]=[CH:17][CH:16]=2. Product: [NH2:3][CH2:2][CH2:1][C:12]1([NH:21][S:22]([C:24]([CH3:27])([CH3:26])[CH3:25])=[O:23])[C:20]2[C:15](=[CH:16][CH:17]=[CH:18][CH:19]=2)[CH2:14][CH2:13]1. The catalyst class is: 1.